Dataset: Forward reaction prediction with 1.9M reactions from USPTO patents (1976-2016). Task: Predict the product of the given reaction. (1) Given the reactants [NH2:1][C:2]1[C:10]([CH3:11])=[CH:9][CH:8]=[CH:7][C:3]=1[C:4]([OH:6])=[O:5].C(N(C(C)C)CC)(C)C.Cl[C:22](Cl)([O:24]C(=O)OC(Cl)(Cl)Cl)Cl, predict the reaction product. The product is: [CH3:11][C:10]1[C:2]2[NH:1][C:22](=[O:24])[O:5][C:4](=[O:6])[C:3]=2[CH:7]=[CH:8][CH:9]=1. (2) Given the reactants [Cl-].[CH:2]1[C:11]2[C:6](=[CH:7][CH:8]=[CH:9][CH:10]=2)[CH:5]=[CH:4][C:3]=1[CH2:12][P+](C1C=CC=CC=1)(C1C=CC=CC=1)C1C=CC=CC=1.CC(C)([O-])C.[K+].[CH3:38][C:39]1[N:43]([CH2:44][C:45]([N:47]2[CH2:52][CH2:51][CH:50]([C:53]3[S:54][CH:55]=[C:56]([CH:58]=O)[N:57]=3)[CH2:49][CH2:48]2)=[O:46])[N:42]=[C:41]([C:60]([F:63])([F:62])[F:61])[CH:40]=1.[Cl-].[NH4+], predict the reaction product. The product is: [CH3:38][C:39]1[N:43]([CH2:44][C:45]([N:47]2[CH2:52][CH2:51][CH:50]([C:53]3[S:54][CH:55]=[C:56](/[CH:58]=[CH:12]\[C:3]4[CH:4]=[CH:5][C:6]5[C:11](=[CH:10][CH:9]=[CH:8][CH:7]=5)[CH:2]=4)[N:57]=3)[CH2:49][CH2:48]2)=[O:46])[N:42]=[C:41]([C:60]([F:63])([F:62])[F:61])[CH:40]=1. (3) Given the reactants [NH:1]([C:8]1[N:13]=[C:12]([C:14]2[N:18]([CH:19]([CH3:21])[CH3:20])[C:17]([CH:22]=[O:23])=[N:16][CH:15]=2)[CH:11]=[CH:10][N:9]=1)[C:2]1[CH:7]=[CH:6][CH:5]=[CH:4][CH:3]=1.N(C1N=C(C2[N:41](C(C)C)[C:40]([C:45]([C:47]3SC=[CH:50][CH:51]=3)=O)=NC=2)C=CN=1)C1C=CC=CC=1, predict the reaction product. The product is: [NH:1]([C:8]1[N:13]=[C:12]([C:14]2[N:18]([CH:19]([CH3:20])[CH3:21])[C:17]([C:22]([C:47]3[CH:45]=[CH:40][N:41]=[CH:50][CH:51]=3)=[O:23])=[N:16][CH:15]=2)[CH:11]=[CH:10][N:9]=1)[C:2]1[CH:7]=[CH:6][CH:5]=[CH:4][CH:3]=1. (4) The product is: [CH2:15]([O:14][C:12](=[O:13])/[C:11](/[C:9]#[N:10])=[CH:1]/[C:2]1[CH:7]=[CH:6][CH:5]=[CH:4][CH:3]=1)[CH3:16]. Given the reactants [CH:1](=O)[C:2]1[CH:7]=[CH:6][CH:5]=[CH:4][CH:3]=1.[C:9]([CH2:11][C:12]([O:14][CH2:15][CH3:16])=[O:13])#[N:10].N1CCCCC1, predict the reaction product.